Task: Predict which catalyst facilitates the given reaction.. Dataset: Catalyst prediction with 721,799 reactions and 888 catalyst types from USPTO (1) Reactant: [NH2:1][C:2]1[CH:7]=[CH:6][CH:5]=[CH:4][C:3]=1[NH:8][C:9]([NH:11][C:12]1[CH:17]=[CH:16][C:15]([Cl:18])=[CH:14][CH:13]=1)=[O:10].N1C=CC=CC=1.[C:25]1([CH3:35])[CH:30]=[CH:29][C:28]([S:31](Cl)(=[O:33])=[O:32])=[CH:27][CH:26]=1. Product: [Cl:18][C:15]1[CH:16]=[CH:17][C:12]([NH:11][C:9](=[O:10])[NH:8][C:3]2[CH:4]=[CH:5][CH:6]=[CH:7][C:2]=2[NH:1][S:31]([C:28]2[CH:29]=[CH:30][C:25]([CH3:35])=[CH:26][CH:27]=2)(=[O:33])=[O:32])=[CH:13][CH:14]=1. The catalyst class is: 13. (2) Reactant: Br[C:2]1[CH:10]=[CH:9][C:5]2[N:6]=[CH:7][NH:8][C:4]=2[CH:3]=1.[CH2:11]([NH2:18])[C:12]1[CH:17]=[CH:16][CH:15]=[CH:14][CH:13]=1.C1(P(C2CCCCC2)C2C=CC=CC=2C2C=CC=CC=2N(C)C)CCCCC1.C[Si]([N-][Si](C)(C)C)(C)C.[Li+].C1COCC1. Product: [CH2:11]([NH:18][C:2]1[CH:10]=[CH:9][C:5]2[NH:6][CH:7]=[N:8][C:4]=2[CH:3]=1)[C:12]1[CH:17]=[CH:16][CH:15]=[CH:14][CH:13]=1. The catalyst class is: 110. (3) Reactant: [CH3:1][N:2]([CH2:13][CH:14]1[CH2:18][CH2:17][N:16]([CH3:19])[CH2:15]1)[C:3]1[O:4][C:5]2[CH:11]=[CH:10][C:9]([NH2:12])=[CH:8][C:6]=2[N:7]=1.[O:20]([C:27]1[CH:28]=[C:29]([CH:33]=[CH:34][CH:35]=1)[C:30](O)=[O:31])[C:21]1[CH:26]=[CH:25][CH:24]=[CH:23][CH:22]=1.CN(C(ON1N=NC2C=CC=NC1=2)=[N+](C)C)C.F[P-](F)(F)(F)(F)F. Product: [CH3:1][N:2]([CH2:13][CH:14]1[CH2:18][CH2:17][N:16]([CH3:19])[CH2:15]1)[C:3]1[O:4][C:5]2[CH:11]=[CH:10][C:9]([NH:12][C:30](=[O:31])[C:29]3[CH:33]=[CH:34][CH:35]=[C:27]([O:20][C:21]4[CH:22]=[CH:23][CH:24]=[CH:25][CH:26]=4)[CH:28]=3)=[CH:8][C:6]=2[N:7]=1. The catalyst class is: 2. (4) Reactant: [C:1]([O:5][C:6]([NH:8][C@@H:9]1[C:23](=[O:24])[N:22]2[CH2:25][C@H:26]([O:28][C:29]3[N:30]=[C:31]4[C:36](=[C:37]5[C:42]=3[CH:41]=[CH:40][CH:39]=[CH:38]5)[CH:35]=[CH:34][CH:33]=[CH:32]4)[CH2:27][C@H:21]2[C:20](=[O:43])[NH:19][C@:18]2([C:45]([O:47]CC)=[O:46])[CH2:44][C@H:17]2[CH2:16][C:15]([F:51])([F:50])[CH2:14][CH2:13][CH2:12][CH2:11][CH2:10]1)=[O:7])([CH3:4])([CH3:3])[CH3:2].O.C(O)C.O.[OH-].[Li+]. Product: [C:1]([O:5][C:6]([NH:8][C@@H:9]1[C:23](=[O:24])[N:22]2[CH2:25][C@H:26]([O:28][C:29]3[N:30]=[C:31]4[C:36](=[C:37]5[C:42]=3[CH:41]=[CH:40][CH:39]=[CH:38]5)[CH:35]=[CH:34][CH:33]=[CH:32]4)[CH2:27][C@H:21]2[C:20](=[O:43])[NH:19][C@:18]2([C:45]([OH:47])=[O:46])[CH2:44][C@H:17]2[CH2:16][C:15]([F:50])([F:51])[CH2:14][CH2:13][CH2:12][CH2:11][CH2:10]1)=[O:7])([CH3:4])([CH3:2])[CH3:3]. The catalyst class is: 7.